This data is from Reaction yield outcomes from USPTO patents with 853,638 reactions. The task is: Predict the reaction yield, written as a fraction of the theoretical maximum amount of product (1.0 means a 100% yield; for example, 0.34 means a 34% yield). (1) The reactants are C1(C[N:8]2[CH2:13][CH2:12][C:11](=O)[CH2:10][CH2:9]2)C=CC=CC=1.[CH3:15][N:16]1[CH2:21][CH2:20][NH:19][CH2:18][CH2:17]1.[C:30](O[C:30]([O:32][C:33]([CH3:36])([CH3:35])[CH3:34])=[O:31])([O:32][C:33]([CH3:36])([CH3:35])[CH3:34])=[O:31]. The catalyst is CO.[Pd].C1COCC1. The product is [CH3:15][N:16]1[CH2:21][CH2:20][N:19]([CH:11]2[CH2:12][CH2:13][N:8]([C:30]([O:32][C:33]([CH3:34])([CH3:35])[CH3:36])=[O:31])[CH2:9][CH2:10]2)[CH2:18][CH2:17]1. The yield is 0.800. (2) The reactants are [Cl:1][C:2]1[CH:3]=[C:4]([C:10]2[O:14][C:13]([CH3:16])([CH3:15])[C:12](=[O:17])[CH:11]=2)[CH:5]=[CH:6][C:7]=1[O:8][CH3:9].C1C(=O)N([Br:25])C(=O)C1. The catalyst is C(Cl)(Cl)Cl.C(Cl)Cl. The product is [Br:25][C:11]1[C:12](=[O:17])[C:13]([CH3:15])([CH3:16])[O:14][C:10]=1[C:4]1[CH:5]=[CH:6][C:7]([O:8][CH3:9])=[C:2]([Cl:1])[CH:3]=1. The yield is 0.370. (3) The reactants are [CH3:1][C:2]1[NH:3][C:4]([C:12]2[CH:17]=[CH:16][CH:15]=[CH:14][CH:13]=2)=[CH:5][C:6]=1[C:7]([O:9][CH2:10][CH3:11])=[O:8].[H-].[Na+].[F:20][C:21]1[CH:26]=[CH:25][C:24]([S:27](Cl)(=[O:29])=[O:28])=[CH:23][CH:22]=1. No catalyst specified. The product is [F:20][C:21]1[CH:26]=[CH:25][C:24]([S:27]([N:3]2[C:4]([C:12]3[CH:17]=[CH:16][CH:15]=[CH:14][CH:13]=3)=[CH:5][C:6]([C:7]([O:9][CH2:10][CH3:11])=[O:8])=[C:2]2[CH3:1])(=[O:29])=[O:28])=[CH:23][CH:22]=1. The yield is 0.320.